Dataset: Forward reaction prediction with 1.9M reactions from USPTO patents (1976-2016). Task: Predict the product of the given reaction. (1) Given the reactants [CH3:1][C@@H:2]([C@@H:10]1[C@@:14]2([CH3:29])[CH2:15][CH2:16][CH2:17]/[C:18](=C\C=C3\C[C@@H](O)CCC\3=C)/[C@@H:13]2[CH2:12][CH2:11]1)/C=C/[C@@H](C(C)C)C.[O:30]=[O+][O-].[CH3:33][OH:34], predict the reaction product. The product is: [CH3:29][C@@:14]12[C@@H:10]([C@H:2]([CH3:1])[CH:33]=[O:34])[CH2:11][CH2:12][C@H:13]1[C:18](=[O:30])[CH2:17][CH2:16][CH2:15]2. (2) Given the reactants [Cl:1][C:2]1[N:3]=[C:4](Cl)[C:5]2[CH2:10][N:9]([CH:11]([CH3:13])[CH3:12])[C:8](=[O:14])[C:6]=2[N:7]=1.[CH3:16][C:17]([NH2:27])([CH3:26])[CH2:18][C:19]1[CH:24]=[CH:23][CH:22]=[CH:21][C:20]=1[CH3:25].C(N(C(C)C)C(C)C)C, predict the reaction product. The product is: [Cl:1][C:2]1[N:3]=[C:4]([NH:27][C:17]([CH3:26])([CH3:16])[CH2:18][C:19]2[CH:24]=[CH:23][CH:22]=[CH:21][C:20]=2[CH3:25])[C:5]2[CH2:10][N:9]([CH:11]([CH3:13])[CH3:12])[C:8](=[O:14])[C:6]=2[N:7]=1. (3) The product is: [O:15]=[C:13]([N:3]1[CH2:4][CH2:28][CH:29]([CH2:24][O:17][C:18]2[CH:19]=[CH:20][CH:21]=[CH:22][CH:23]=2)[CH2:10][CH2:2]1)[C:12]([NH:11][C:7]1[CH:8]=[C:9]2[C:4](=[CH:5][CH:6]=1)[NH:3][C:2](=[O:1])[CH2:10]2)=[O:16]. Given the reactants [O:1]=[C:2]1[CH2:10][C:9]2[C:4](=[CH:5][CH:6]=[C:7]([NH:11][C:12](=[O:16])[C:13]([OH:15])=O)[CH:8]=2)[NH:3]1.[O:17]([CH:24]1[CH2:29][CH2:28]N(C)CC1)[C:18]1[CH:23]=[CH:22][CH:21]=[CH:20][CH:19]=1, predict the reaction product. (4) Given the reactants [F:1][CH:2]([F:14])[C:3]1[C:7]([C:8]([O:10]CC)=[O:9])=[CH:6][N:5]([CH3:13])[N:4]=1.[OH-].[Na+].Cl, predict the reaction product. The product is: [F:14][CH:2]([F:1])[C:3]1[C:7]([C:8]([OH:10])=[O:9])=[CH:6][N:5]([CH3:13])[N:4]=1. (5) Given the reactants C([O:3][C:4]([C:6]1[S:7][C:8]([C:18]([O:20]CC)=[O:19])=[C:9]2[C:15]=1[O:14][CH2:13][C:12]([F:17])([F:16])[CH2:11][O:10]2)=[O:5])C.[OH-].[Na+].Cl, predict the reaction product. The product is: [F:17][C:12]1([F:16])[CH2:11][O:10][C:9]2=[C:8]([C:18]([OH:20])=[O:19])[S:7][C:6]([C:4]([OH:5])=[O:3])=[C:15]2[O:14][CH2:13]1. (6) The product is: [S:12]1[CH:16]=[CH:15][CH:14]=[C:13]1[C:17]1[N:18]=[CH:19][C:20]([CH2:21][NH:11][C:8]23[CH2:10][CH:4]4[CH2:5][CH:6]([CH2:1][CH:2]([CH2:3]4)[CH2:9]2)[CH2:7]3)=[CH:23][CH:24]=1. Given the reactants [CH2:1]1[CH:6]2[CH2:7][C:8]3([NH2:11])[CH2:10][CH:4]([CH2:5]2)[CH2:3][CH:2]1[CH2:9]3.[S:12]1[CH:16]=[CH:15][CH:14]=[C:13]1[C:17]1[CH:24]=[CH:23][C:20]([CH:21]=O)=[CH:19][N:18]=1, predict the reaction product.